From a dataset of Forward reaction prediction with 1.9M reactions from USPTO patents (1976-2016). Predict the product of the given reaction. (1) Given the reactants [F:1][C:2]1[CH:3]=[C:4]([CH2:13][CH2:14][C:15]([O:17]C)=O)[CH:5]=[CH:6][C:7]=1[NH:8][S:9]([CH3:12])(=[O:11])=[O:10].[C:19]([C:23]1[CH:30]=[CH:29][C:26]([CH2:27][NH2:28])=[CH:25][CH:24]=1)([CH3:22])([CH3:21])[CH3:20], predict the reaction product. The product is: [C:19]([C:23]1[CH:24]=[CH:25][C:26]([CH2:27][NH:28][C:15](=[O:17])[CH2:14][CH2:13][C:4]2[CH:5]=[CH:6][C:7]([NH:8][S:9]([CH3:12])(=[O:10])=[O:11])=[C:2]([F:1])[CH:3]=2)=[CH:29][CH:30]=1)([CH3:22])([CH3:20])[CH3:21]. (2) Given the reactants [C:1]([C:3]1[CH:10]=[CH:9][C:6]([CH:7]=O)=[CH:5][CH:4]=1)#[N:2].[CH3:11][C:12]1[N:13]=[CH:14][NH:15][C:16]=1[N+:17]([O-:19])=[O:18].N1CCCCC1.CN(C=O)C, predict the reaction product. The product is: [N+:17]([C:16]1[NH:15][CH:14]=[N:13][C:12]=1/[CH:11]=[CH:7]/[C:6]1[CH:9]=[CH:10][C:3]([C:1]#[N:2])=[CH:4][CH:5]=1)([O-:19])=[O:18]. (3) Given the reactants [N+:1]([C:4]1[CH:8]=[N:7][NH:6][C:5]=1[NH2:9])([O-:3])=[O:2].CN(C)[CH:12]=[CH:13][C:14]([C:16]1[CH:17]=[C:18]([N:22]([CH2:26][CH3:27])[C:23](=[O:25])[CH3:24])[CH:19]=[CH:20][CH:21]=1)=O.C(OCC)(=O)C, predict the reaction product. The product is: [CH2:26]([N:22]([C:18]1[CH:19]=[CH:20][CH:21]=[C:16]([C:14]2[N:6]3[N:7]=[CH:8][C:4]([N+:1]([O-:3])=[O:2])=[C:5]3[N:9]=[CH:12][CH:13]=2)[CH:17]=1)[C:23](=[O:25])[CH3:24])[CH3:27]. (4) Given the reactants Br[C:2]1[CH:3]=[C:4]2[C:10]([C:11]3[CH:16]=[CH:15][CH:14]=[CH:13][CH:12]=3)=[N:9][N:8]([CH:17]3[CH2:22][CH2:21][CH2:20][CH2:19][O:18]3)[C:5]2=[CH:6][N:7]=1.[CH3:23][N:24]1[CH:28]=[C:27](B2OC(C)(C)C(C)(C)O2)[CH:26]=[N:25]1.C([O-])(=O)C.[K+].C(=O)([O-])[O-].[Na+].[Na+].ClCCl, predict the reaction product. The product is: [CH3:23][N:24]1[CH:28]=[C:27]([C:2]2[CH:3]=[C:4]3[C:10]([C:11]4[CH:16]=[CH:15][CH:14]=[CH:13][CH:12]=4)=[N:9][N:8]([CH:17]4[CH2:22][CH2:21][CH2:20][CH2:19][O:18]4)[C:5]3=[CH:6][N:7]=2)[CH:26]=[N:25]1. (5) Given the reactants [OH:1][CH:2]([C:5]1[CH:14]=[C:13]2[C:8]([C:9](=[O:15])[CH2:10][CH2:11][O:12]2)=[CH:7][CH:6]=1)[CH2:3][OH:4].CO[C:18](OC)([CH3:20])[CH3:19].[C@@]12(CS(O)(=O)=O)C(C)(C)C(CC1)CC2=O, predict the reaction product. The product is: [CH3:19][C:18]1([CH3:20])[O:1][CH:2]([C:5]2[CH:14]=[C:13]3[C:8]([C:9](=[O:15])[CH2:10][CH2:11][O:12]3)=[CH:7][CH:6]=2)[CH2:3][O:4]1. (6) Given the reactants [H-].[K+].[C:3]([O:7][C:8]([N:10]1[CH2:15][CH2:14][C@:13]([OH:30])([C:16]2[CH:21]=[CH:20][C:19]([CH2:22][O:23][CH2:24][C@@H:25]([CH3:29])[CH2:26][O:27][CH3:28])=[CH:18][CH:17]=2)[C@@H:12]([O:31][CH2:32][C:33]2[CH:34]=[CH:35][C:36]3[O:41][CH2:40][CH2:39][N:38]([CH2:42][CH2:43][CH2:44][O:45][CH3:46])[C:37]=3[CH:47]=2)[CH2:11]1)=[O:9])([CH3:6])([CH3:5])[CH3:4].Br[CH2:49][C:50]([O:52][CH2:53][CH3:54])=[O:51], predict the reaction product. The product is: [C:3]([O:7][C:8]([N:10]1[CH2:15][CH2:14][C@:13]([O:30][CH2:49][C:50]([O:52][CH2:53][CH3:54])=[O:51])([C:16]2[CH:17]=[CH:18][C:19]([CH2:22][O:23][CH2:24][C@@H:25]([CH3:29])[CH2:26][O:27][CH3:28])=[CH:20][CH:21]=2)[C@@H:12]([O:31][CH2:32][C:33]2[CH:34]=[CH:35][C:36]3[O:41][CH2:40][CH2:39][N:38]([CH2:42][CH2:43][CH2:44][O:45][CH3:46])[C:37]=3[CH:47]=2)[CH2:11]1)=[O:9])([CH3:6])([CH3:4])[CH3:5].